This data is from Forward reaction prediction with 1.9M reactions from USPTO patents (1976-2016). The task is: Predict the product of the given reaction. (1) Given the reactants [CH3:1][C:2]1[N:7]=[CH:6][C:5]([OH:8])=[CH:4][CH:3]=1.C1N=CN([C:14]([N:16]2[CH:20]=N[CH:18]=[CH:17]2)=[O:15])C=1.N1CC[CH:24]([C:25]([OH:27])=[O:26])[CH2:23]C1.FC(F)(F)C(O)=O, predict the reaction product. The product is: [CH3:1][C:2]1[N:7]=[CH:6][C:5]([O:8][C:14]([N:16]2[CH2:17][CH2:18][CH:24]([C:25]([OH:27])=[O:26])[CH2:23][CH2:20]2)=[O:15])=[CH:4][CH:3]=1. (2) Given the reactants [F:1][C:2]1[CH:3]=[C:4]([NH2:10])[C:5]([NH2:9])=[CH:6][C:7]=1[F:8].O=[C:12]([CH3:16])[C:13](O)=[O:14], predict the reaction product. The product is: [F:1][C:2]1[CH:3]=[C:4]2[C:5](=[CH:6][C:7]=1[F:8])[NH:9][C:13](=[O:14])[C:12]([CH3:16])=[N:10]2.